Dataset: Reaction yield outcomes from USPTO patents with 853,638 reactions. Task: Predict the reaction yield, written as a fraction of the theoretical maximum amount of product (1.0 means a 100% yield; for example, 0.34 means a 34% yield). (1) The reactants are [OH:1][C:2]1[CH:3]=[CH:4][C:5]2[N:9]=[C:8]([CH2:10][O:11][C:12]3[CH:13]=[C:14]([CH:19]=[CH:20][CH:21]=3)[C:15]([O:17][CH3:18])=[O:16])[N:7]([CH3:22])[C:6]=2[CH:23]=1.[Br:24][C:25]1[CH:26]=[C:27]([F:32])[C:28](F)=[N:29][CH:30]=1.N1C2C(=CC=C3C=2N=CC=C3)C=CC=1.C(=O)([O-])[O-].[Cs+].[Cs+]. The catalyst is [Cu](I)I.CN(C=O)C. The product is [Br:24][C:25]1[CH:26]=[C:27]([F:32])[C:28]([O:1][C:2]2[CH:3]=[CH:4][C:5]3[N:9]=[C:8]([CH2:10][O:11][C:12]4[CH:13]=[C:14]([CH:19]=[CH:20][CH:21]=4)[C:15]([O:17][CH3:18])=[O:16])[N:7]([CH3:22])[C:6]=3[CH:23]=2)=[N:29][CH:30]=1. The yield is 0.660. (2) The reactants are Cl.Cl.[NH2:3][C@@H:4]1[C:18](=[O:19])[N:17]2[CH2:20][C@H:21]([O:23][C:24]3[C:33]4[C:28](=[C:29]([CH3:36])[C:30]([O:34][CH3:35])=[CH:31][CH:32]=4)[N:27]=[C:26]([C:37]4[S:38][CH:39]=[C:40]([CH:42]([CH3:44])[CH3:43])[N:41]=4)[CH:25]=3)[CH2:22][C@H:16]2[C:15](=[O:45])[NH:14][C@:13]2([C:47]([NH:49][S:50]([CH:53]3[CH2:55][CH2:54]3)(=[O:52])=[O:51])=[O:48])[CH2:46][C@H:12]2[CH:11]=[CH:10][CH2:9][CH2:8][CH2:7][CH2:6][CH2:5]1.C(N(CC)C(C)C)(C)C.ClC(Cl)(O[C:69](=[O:75])OC(Cl)(Cl)Cl)Cl.[N:77]1([CH:82]2[CH2:87][CH2:86][NH:85][CH2:84][CH2:83]2)[CH2:81][CH2:80][CH2:79][CH2:78]1. The catalyst is ClC(Cl)C. The product is [CH:53]1([S:50]([NH:49][C:47]([C@@:13]23[CH2:46][C@H:12]2[CH:11]=[CH:10][CH2:9][CH2:8][CH2:7][CH2:6][CH2:5][C@H:4]([NH:3][C:69]([N:85]2[CH2:86][CH2:87][CH:82]([N:77]4[CH2:81][CH2:80][CH2:79][CH2:78]4)[CH2:83][CH2:84]2)=[O:75])[C:18](=[O:19])[N:17]2[CH2:20][C@H:21]([O:23][C:24]4[C:33]5[C:28](=[C:29]([CH3:36])[C:30]([O:34][CH3:35])=[CH:31][CH:32]=5)[N:27]=[C:26]([C:37]5[S:38][CH:39]=[C:40]([CH:42]([CH3:43])[CH3:44])[N:41]=5)[CH:25]=4)[CH2:22][C@H:16]2[C:15](=[O:45])[NH:14]3)=[O:48])(=[O:51])=[O:52])[CH2:54][CH2:55]1. The yield is 0.200. (3) The yield is 0.520. The catalyst is C1COCC1.CCOC(C)=O.CO. The reactants are [H-].[Na+].[C:3]([O:9][CH3:10])(=[O:8])[C:4]([O:6]C)=O.[CH3:11][C:12](=[O:22])[CH2:13][CH2:14][CH2:15][CH2:16][CH2:17][CH2:18][CH2:19][CH2:20][CH3:21].Cl. The product is [OH:6]/[C:4](=[CH:11]\[C:12](=[O:22])[CH2:13][CH2:14][CH2:15][CH2:16][CH2:17][CH2:18][CH2:19][CH2:20][CH3:21])/[C:3]([O:9][CH3:10])=[O:8]. (4) The reactants are [NH2:1][C:2]1[C:3]([C:16]([NH2:18])=[O:17])=[N:4][C:5]([C:8]2[CH:13]=[C:12](Br)[CH:11]=[CH:10][C:9]=2[F:15])=[N:6][CH:7]=1.[C:19]([C@:21]1([OH:28])[CH2:25][CH2:24][N:23]([CH3:26])[C:22]1=[O:27])#[CH:20]. No catalyst specified. The product is [NH2:1][C:2]1[C:3]([C:16]([NH2:18])=[O:17])=[N:4][C:5]([C:8]2[CH:13]=[C:12]([C:20]#[C:19][C@:21]3([OH:28])[CH2:25][CH2:24][N:23]([CH3:26])[C:22]3=[O:27])[CH:11]=[CH:10][C:9]=2[F:15])=[N:6][CH:7]=1. The yield is 0.380. (5) The reactants are C[O:2][C:3](=[O:27])/[C:4](/[C:11]1[CH:16]=[CH:15][C:14]([N:17]2[C:21]([CH3:22])=[N:20][N:19]=[N:18]2)=[C:13]([C:23]([F:26])([F:25])[F:24])[CH:12]=1)=[CH:5]/[CH:6]1[CH2:10][CH2:9][CH2:8][CH2:7]1.[OH-].[Na+]. The catalyst is C(O)C. The product is [CH:6]1(/[CH:5]=[C:4](\[C:11]2[CH:16]=[CH:15][C:14]([N:17]3[C:21]([CH3:22])=[N:20][N:19]=[N:18]3)=[C:13]([C:23]([F:24])([F:26])[F:25])[CH:12]=2)/[C:3]([OH:27])=[O:2])[CH2:10][CH2:9][CH2:8][CH2:7]1. The yield is 0.900. (6) The reactants are [CH3:1][C:2]1[CH:20]=[CH:19][C:5]([CH2:6][NH:7][C:8]([C:10]2[N:11]=[C:12](I)[NH:13][C:14]=2[CH2:15][CH2:16][CH3:17])=[O:9])=[CH:4][CH:3]=1. The product is [CH3:1][C:2]1[CH:20]=[CH:19][C:5]([CH2:6][NH:7][C:8]([C:10]2[N:11]=[C:12]([C:12]3[NH:13][C:14]([CH2:15][CH2:16][CH3:17])=[C:10]([C:8]([NH:7][CH2:6][C:5]4[CH:19]=[CH:20][C:2]([CH3:1])=[CH:3][CH:4]=4)=[O:9])[N:11]=3)[NH:13][C:14]=2[CH2:15][CH2:16][CH3:17])=[O:9])=[CH:4][CH:3]=1. The catalyst is CO. The yield is 0.380. (7) The reactants are OC[CH2:3][C:4]1[C:9]([O:10][CH3:11])=[CH:8][CH:7]=[CH:6][C:5]=1[NH:12]C(=O)C(C)(C)C.[OH-].[Na+]. The catalyst is Br. The product is [O:10]1[C:9]2=[CH:8][CH:7]=[CH:6][C:5]([NH2:12])=[C:4]2[CH2:3][CH2:11]1. The yield is 0.400. (8) The reactants are ClC(Cl)(Cl)C[O:4][C:5](=[O:35])[C:6]1[CH:11]=[CH:10][CH:9]=[CH:8][C:7]=1[CH2:12][S:13][C:14]1[CH:19]=[CH:18][C:17]([CH2:20][C:21]([O:23][CH2:24][C:25]2[CH:30]=[CH:29][C:28]([C:31]([F:34])([F:33])[F:32])=[CH:27][CH:26]=2)=[O:22])=[CH:16][CH:15]=1.CC(O)=O.C(Cl)Cl. The catalyst is CCCCCCC.CCOC(C)=O.[Zn]. The product is [F:34][C:31]([F:32])([F:33])[C:28]1[CH:29]=[CH:30][C:25]([CH2:24][O:23][C:21]([CH2:20][C:17]2[CH:16]=[CH:15][C:14]([S:13][CH2:12][C:7]3[CH:8]=[CH:9][CH:10]=[CH:11][C:6]=3[C:5]([OH:35])=[O:4])=[CH:19][CH:18]=2)=[O:22])=[CH:26][CH:27]=1. The yield is 0.630. (9) The reactants are [CH:1]([NH2:3])=O.[N+:4]([C:7]1[CH:8]=[C:9]([NH2:16])[C:10](=[CH:14][CH:15]=1)[C:11]([OH:13])=O)([O-:6])=[O:5]. The catalyst is O. The product is [N+:4]([C:7]1[CH:8]=[C:9]2[C:10]([C:11]([OH:13])=[N:3][CH:1]=[N:16]2)=[CH:14][CH:15]=1)([O-:6])=[O:5]. The yield is 0.860.